From a dataset of Reaction yield outcomes from USPTO patents with 853,638 reactions. Predict the reaction yield, written as a fraction of the theoretical maximum amount of product (1.0 means a 100% yield; for example, 0.34 means a 34% yield). (1) The reactants are [NH:1]1[CH:5]=[CH:4][N:3]=[CH:2]1.[Na].[C:7]([O:11][C:12](=[O:35])[N:13]([CH2:25][C:26]1[CH:34]=[CH:33][C:29]2[O:30][CH2:31][O:32][C:28]=2[CH:27]=1)[CH2:14][CH2:15][CH2:16][N:17]([C:19]1[S:23][N:22]=[C:21](Cl)[N:20]=1)[CH3:18])([CH3:10])([CH3:9])[CH3:8].C(O)(=O)CC(CC(O)=O)(C(O)=O)O. The catalyst is CS(C)=O. The product is [C:7]([O:11][C:12](=[O:35])[N:13]([CH2:25][C:26]1[CH:34]=[CH:33][C:29]2[O:30][CH2:31][O:32][C:28]=2[CH:27]=1)[CH2:14][CH2:15][CH2:16][N:17]([C:19]1[S:23][N:22]=[C:21]([N:1]2[CH:5]=[CH:4][N:3]=[CH:2]2)[N:20]=1)[CH3:18])([CH3:10])([CH3:8])[CH3:9]. The yield is 0.990. (2) The reactants are [NH:1]1[CH2:6][CH2:5][O:4][CH2:3][CH2:2]1.Cl[C:8]1[CH:17]=[C:16]([N:18]2[CH:22]=[CH:21][C:20]([C:23]([F:26])([F:25])[F:24])=[N:19]2)[C:15]2[C:10](=[CH:11][CH:12]=[CH:13][CH:14]=2)[N:9]=1. The catalyst is CC(O)C. The product is [N:1]1([C:8]2[CH:17]=[C:16]([N:18]3[CH:22]=[CH:21][C:20]([C:23]([F:26])([F:24])[F:25])=[N:19]3)[C:15]3[C:10](=[CH:11][CH:12]=[CH:13][CH:14]=3)[N:9]=2)[CH2:6][CH2:5][O:4][CH2:3][CH2:2]1. The yield is 0.300. (3) The reactants are [CH3:1][C:2](C)([O-])C.[K+].[OH:7][C@@H:8]1[CH2:25][CH2:24][C@@:23]2([CH3:26])[C@H:10]([CH2:11][CH2:12][C@@H:13]3[C:22]2=[CH:21][CH2:20][C@@:18]2([CH3:19])[C@H:14]3[CH2:15][CH2:16][C:17]2=O)[CH2:9]1. The yield is 0.800. The product is [OH:7][C@@H:8]1[CH2:25][CH2:24][C@@:23]2([CH3:26])[C@H:10]([CH2:11][CH2:12][C@@H:13]3[C:22]2=[CH:21][CH2:20][C@@:18]2([CH3:19])[C@H:14]3[CH2:15][CH2:16]/[C:17]/2=[CH:1]/[CH3:2])[CH2:9]1. The catalyst is [Br-].C([P+](C1C=CC=CC=1)(C1C=CC=CC=1)C1C=CC=CC=1)C.C1COCC1. (4) The yield is 0.930. The product is [NH2:1][C:2]1[C:7]2=[CH:8][CH:9]=[C:10]([CH:11]3[CH2:15][CH2:14][N:13]([C:16]([O:18][C:19]([CH3:22])([CH3:21])[CH3:20])=[O:17])[CH2:12]3)[N:6]2[N:5]=[CH:4][N:3]=1. The reactants are [NH2:1][C:2]1[C:7]2=[CH:8][CH:9]=[C:10]([C:11]3[CH2:12][N:13]([C:16]([O:18][C:19]([CH3:22])([CH3:21])[CH3:20])=[O:17])[CH2:14][CH:15]=3)[N:6]2[N:5]=[CH:4][N:3]=1. The catalyst is CC(O)=O.[Pt](=O)=O.